This data is from NCI-60 drug combinations with 297,098 pairs across 59 cell lines. The task is: Regression. Given two drug SMILES strings and cell line genomic features, predict the synergy score measuring deviation from expected non-interaction effect. Drug 1: CC1OCC2C(O1)C(C(C(O2)OC3C4COC(=O)C4C(C5=CC6=C(C=C35)OCO6)C7=CC(=C(C(=C7)OC)O)OC)O)O. Drug 2: CN(C)N=NC1=C(NC=N1)C(=O)N. Cell line: NCI-H522. Synergy scores: CSS=29.3, Synergy_ZIP=1.60, Synergy_Bliss=3.99, Synergy_Loewe=-8.71, Synergy_HSA=5.79.